This data is from Forward reaction prediction with 1.9M reactions from USPTO patents (1976-2016). The task is: Predict the product of the given reaction. (1) Given the reactants [CH2:1]([C:3]1[C:11]2[S:10][CH2:9][CH:8]([C:12]3[CH:17]=[CH:16][C:15]([CH:18]([CH3:20])[CH3:19])=[CH:14][CH:13]=3)[C:7]=2[C:6]([CH3:21])=[C:5]([NH:22][C:23](=[O:29])[CH2:24][C:25]([CH3:28])([CH3:27])[CH3:26])[C:4]=1[CH3:30])[CH3:2].C(=O)([O-])[OH:32].[Na+].ClC1C=CC=C(C(OO)=O)C=1.S([O-])(O)=O.[Na+], predict the reaction product. The product is: [CH2:1]([C:3]1[C:11]2[S:10](=[O:32])[CH2:9][CH:8]([C:12]3[CH:17]=[CH:16][C:15]([CH:18]([CH3:19])[CH3:20])=[CH:14][CH:13]=3)[C:7]=2[C:6]([CH3:21])=[C:5]([NH:22][C:23](=[O:29])[CH2:24][C:25]([CH3:27])([CH3:26])[CH3:28])[C:4]=1[CH3:30])[CH3:2]. (2) Given the reactants C(OC(=O)[N:7]([S:34]([NH2:37])(=[O:36])=[O:35])[CH2:8][C@@H:9]1[CH2:13][C@@H:12]([N:14]2[C:18]3[N:19]=[CH:20][N:21]=[C:22]([NH:23][C@@H:24]4[C:32]5[C:27](=[CH:28][CH:29]=[CH:30][CH:31]=5)[CH2:26][CH2:25]4)[C:17]=3[CH:16]=[CH:15]2)[CH2:11][C@@H:10]1[OH:33])(C)(C)C.FC(F)(F)C(O)=O, predict the reaction product. The product is: [C@@H:24]1([NH:23][C:22]2[C:17]3[CH:16]=[CH:15][N:14]([C@@H:12]4[CH2:13][C@@H:9]([CH2:8][NH:7][S:34]([NH2:37])(=[O:36])=[O:35])[C@@H:10]([OH:33])[CH2:11]4)[C:18]=3[N:19]=[CH:20][N:21]=2)[C:32]2[C:27](=[CH:28][CH:29]=[CH:30][CH:31]=2)[CH2:26][CH2:25]1. (3) The product is: [CH2:29]([O:36][C:37]([NH:39][C@H:40]([C:42]1[CH:43]=[C:44]([NH:48][C:49]([O:51][CH2:52][CH2:53][C:54]2[CH:59]=[CH:58][C:57]([B:25]([OH:27])[OH:26])=[CH:56][C:55]=2[CH3:61])=[O:50])[CH:45]=[CH:46][CH:47]=1)[CH3:41])=[O:38])[C:30]1[CH:35]=[CH:34][CH:33]=[CH:32][CH:31]=1. Given the reactants C(C1C=C(NC(=O)CCCC2C=CC([B:25]([OH:27])[OH:26])=CC=2)C=CC=1S(CC)(=O)=O)#N.[CH2:29]([O:36][C:37]([NH:39][C@H:40]([C:42]1[CH:43]=[C:44]([NH:48][C:49]([O:51][CH2:52][CH2:53][C:54]2[CH:59]=[CH:58][C:57](Br)=[CH:56][C:55]=2[CH3:61])=[O:50])[CH:45]=[CH:46][CH:47]=1)[CH3:41])=[O:38])[C:30]1[CH:35]=[CH:34][CH:33]=[CH:32][CH:31]=1, predict the reaction product.